This data is from Peptide-MHC class I binding affinity with 185,985 pairs from IEDB/IMGT. The task is: Regression. Given a peptide amino acid sequence and an MHC pseudo amino acid sequence, predict their binding affinity value. This is MHC class I binding data. (1) The peptide sequence is KSNAKCIEY. The MHC is HLA-A03:01 with pseudo-sequence HLA-A03:01. The binding affinity (normalized) is 0.867. (2) The peptide sequence is DSDVSLIIEY. The MHC is HLA-A03:01 with pseudo-sequence HLA-A03:01. The binding affinity (normalized) is 0.216. (3) The peptide sequence is IPYFGPAAE. The MHC is HLA-B07:02 with pseudo-sequence HLA-B07:02. The binding affinity (normalized) is 0. (4) The peptide sequence is KHDEEFCDM. The MHC is HLA-A69:01 with pseudo-sequence HLA-A69:01. The binding affinity (normalized) is 0.0847.